Dataset: Catalyst prediction with 721,799 reactions and 888 catalyst types from USPTO. Task: Predict which catalyst facilitates the given reaction. Reactant: [F:1][C:2]1[CH:22]=[CH:21][CH:20]=[CH:19][C:3]=1[CH2:4][N:5]1[C:9]([C:10](O)=[O:11])=[CH:8][C:7]([C:13]2[N:18]=[CH:17][CH:16]=[CH:15][N:14]=2)=[N:6]1.C(Cl)(=O)C(Cl)=O.C[N:30](C=O)C.N.O1CCOCC1. Product: [F:1][C:2]1[CH:22]=[CH:21][CH:20]=[CH:19][C:3]=1[CH2:4][N:5]1[C:9]([C:10]([NH2:30])=[O:11])=[CH:8][C:7]([C:13]2[N:18]=[CH:17][CH:16]=[CH:15][N:14]=2)=[N:6]1. The catalyst class is: 22.